Dataset: Forward reaction prediction with 1.9M reactions from USPTO patents (1976-2016). Task: Predict the product of the given reaction. (1) Given the reactants [C:1](=[O:15])([O:12][CH:13]=[CH2:14])[O:2][C:3]1[CH:8]=CC([N+]([O-])=O)=CC=1.OCC[O:19][C:20](=[O:24])[C:21]([CH3:23])=[CH2:22].CS(C)=O.[OH-].[Na+], predict the reaction product. The product is: [C:1](=[O:15])([O:12][CH:13]=[CH2:14])[O:2][CH2:3][CH2:8][O:24][C:20](=[O:19])[C:21]([CH3:23])=[CH2:22]. (2) Given the reactants [CH2:1]([N:8]1[CH2:12][CH2:11][C@@H:10]([NH:13][C:14]2[CH:19]=[CH:18][C:17](/[CH:20]=[CH:21]/[C:22]([NH:24][O:25]C3CCCCO3)=[O:23])=[CH:16][CH:15]=2)[CH2:9]1)[C:2]1[CH:7]=[CH:6][CH:5]=[CH:4][CH:3]=1.CO.[ClH:34].CC#N, predict the reaction product. The product is: [ClH:34].[CH2:1]([N:8]1[CH2:12][CH2:11][C@@H:10]([NH:13][C:14]2[CH:15]=[CH:16][C:17](/[CH:20]=[CH:21]/[C:22]([NH:24][OH:25])=[O:23])=[CH:18][CH:19]=2)[CH2:9]1)[C:2]1[CH:7]=[CH:6][CH:5]=[CH:4][CH:3]=1.